This data is from NCI-60 drug combinations with 297,098 pairs across 59 cell lines. The task is: Regression. Given two drug SMILES strings and cell line genomic features, predict the synergy score measuring deviation from expected non-interaction effect. (1) Drug 1: CN(C)C1=NC(=NC(=N1)N(C)C)N(C)C. Drug 2: CS(=O)(=O)OCCCCOS(=O)(=O)C. Cell line: NCIH23. Synergy scores: CSS=11.2, Synergy_ZIP=-2.43, Synergy_Bliss=2.43, Synergy_Loewe=1.32, Synergy_HSA=1.40. (2) Drug 1: CC1CCC2CC(C(=CC=CC=CC(CC(C(=O)C(C(C(=CC(C(=O)CC(OC(=O)C3CCCCN3C(=O)C(=O)C1(O2)O)C(C)CC4CCC(C(C4)OC)O)C)C)O)OC)C)C)C)OC. Drug 2: COC1=C2C(=CC3=C1OC=C3)C=CC(=O)O2. Cell line: SF-295. Synergy scores: CSS=22.6, Synergy_ZIP=-5.95, Synergy_Bliss=-0.291, Synergy_Loewe=-29.2, Synergy_HSA=-2.58. (3) Drug 1: CC1=CC2C(CCC3(C2CCC3(C(=O)C)OC(=O)C)C)C4(C1=CC(=O)CC4)C. Drug 2: CS(=O)(=O)CCNCC1=CC=C(O1)C2=CC3=C(C=C2)N=CN=C3NC4=CC(=C(C=C4)OCC5=CC(=CC=C5)F)Cl. Cell line: CAKI-1. Synergy scores: CSS=14.3, Synergy_ZIP=1.41, Synergy_Bliss=3.38, Synergy_Loewe=-3.41, Synergy_HSA=-0.243. (4) Drug 1: C1=NC2=C(N1)C(=S)N=C(N2)N. Drug 2: CC1C(C(CC(O1)OC2CC(CC3=C2C(=C4C(=C3O)C(=O)C5=C(C4=O)C(=CC=C5)OC)O)(C(=O)CO)O)N)O.Cl. Cell line: M14. Synergy scores: CSS=63.1, Synergy_ZIP=-3.57, Synergy_Bliss=-3.22, Synergy_Loewe=-0.267, Synergy_HSA=1.81. (5) Drug 1: COC1=CC(=CC(=C1O)OC)C2C3C(COC3=O)C(C4=CC5=C(C=C24)OCO5)OC6C(C(C7C(O6)COC(O7)C8=CC=CS8)O)O. Drug 2: C1C(C(OC1N2C=NC(=NC2=O)N)CO)O. Cell line: HOP-62. Synergy scores: CSS=38.4, Synergy_ZIP=6.71, Synergy_Bliss=8.58, Synergy_Loewe=-3.35, Synergy_HSA=8.35. (6) Drug 1: C1CC(=O)NC(=O)C1N2CC3=C(C2=O)C=CC=C3N. Drug 2: C1=CC=C(C(=C1)C(C2=CC=C(C=C2)Cl)C(Cl)Cl)Cl. Cell line: EKVX. Synergy scores: CSS=10.3, Synergy_ZIP=2.99, Synergy_Bliss=6.16, Synergy_Loewe=7.67, Synergy_HSA=6.61.